From a dataset of Full USPTO retrosynthesis dataset with 1.9M reactions from patents (1976-2016). Predict the reactants needed to synthesize the given product. (1) Given the product [C:16]([O:15][C:13](=[O:14])[NH:1][CH2:2][CH2:3][C:4]1[CH:5]=[C:6]([F:12])[C:7]([OH:11])=[C:8]([F:10])[CH:9]=1)([CH3:19])([CH3:18])[CH3:17], predict the reactants needed to synthesize it. The reactants are: [NH2:1][CH2:2][CH2:3][C:4]1[CH:9]=[C:8]([F:10])[C:7]([OH:11])=[C:6]([F:12])[CH:5]=1.[C:13](O[C:13]([O:15][C:16]([CH3:19])([CH3:18])[CH3:17])=[O:14])([O:15][C:16]([CH3:19])([CH3:18])[CH3:17])=[O:14].CCCCC(COC(CC(S([O-])(=O)=O)C(OCC(CCCC)CC)=O)=O)CC.C1C=C(O)C2C(C3C(O)=CC=CC=3C(=O)C=2C=1)=O.[Na+]. (2) Given the product [I:1][C:2]1[CH:3]=[CH:4][C:5]2[N:6]([C:10]([C:11]3[CH:16]=[CH:15][CH:14]=[C:13]([C:17]([F:20])([F:18])[F:19])[CH:12]=3)=[N:9][N:8]=2)[CH:7]=1, predict the reactants needed to synthesize it. The reactants are: [I:1][C:2]1[CH:3]=[CH:4][C:5]([NH:8][N:9]=[CH:10][C:11]2[CH:16]=[CH:15][CH:14]=[C:13]([C:17]([F:20])([F:19])[F:18])[CH:12]=2)=[N:6][CH:7]=1.CCO.C(OI(C1C=CC=CC=1)OC(=O)C)(=O)C. (3) The reactants are: Cl[C:2]1[CH:3]=[C:4]([CH:8]=[C:9]([C:11]([F:14])([F:13])[F:12])[N:10]=1)[C:5]([OH:7])=[O:6].[CH3:15][S-:16].[Na+].CCOC(C)=O.Cl. Given the product [CH3:15][S:16][C:2]1[CH:3]=[C:4]([CH:8]=[C:9]([C:11]([F:14])([F:13])[F:12])[N:10]=1)[C:5]([OH:7])=[O:6], predict the reactants needed to synthesize it. (4) Given the product [CH2:1]([O:3][C:4](=[O:19])[CH2:5][C:6]1[C:10]2[CH:11]=[CH:12][C:13]([CH:15]=[O:18])=[CH:14][C:9]=2[S:8][CH:7]=1)[CH3:2], predict the reactants needed to synthesize it. The reactants are: [CH2:1]([O:3][C:4](=[O:19])[CH2:5][C:6]1[C:10]2[CH:11]=[CH:12][C:13]([CH:15]([OH:18])CO)=[CH:14][C:9]=2[S:8][CH:7]=1)[CH3:2].C1COCC1. (5) Given the product [NH2:1][C:2]1[N:7]=[C:6]([CH3:8])[C:5]([CH2:9][CH2:10][CH2:11][NH:12][C:13](=[O:25])[CH2:14][C:15]2[CH:20]=[CH:19][C:18]([CH2:21][C:22]([O:24][CH3:33])=[O:23])=[CH:17][CH:16]=2)=[C:4]([NH:26][CH2:27][CH2:28][CH2:29][CH2:30][CH3:31])[N:3]=1, predict the reactants needed to synthesize it. The reactants are: [NH2:1][C:2]1[N:7]=[C:6]([CH3:8])[C:5]([CH2:9][CH2:10][CH2:11][NH:12][C:13](=[O:25])[CH2:14][C:15]2[CH:20]=[CH:19][C:18]([CH2:21][C:22]([OH:24])=[O:23])=[CH:17][CH:16]=2)=[C:4]([NH:26][CH2:27][CH2:28][CH2:29][CH2:30][CH3:31])[N:3]=1.Cl.[CH3:33]O.